From a dataset of Reaction yield outcomes from USPTO patents with 853,638 reactions. Predict the reaction yield, written as a fraction of the theoretical maximum amount of product (1.0 means a 100% yield; for example, 0.34 means a 34% yield). (1) The reactants are I[C:2]1[C:10]2[CH:9]=[N:8][CH:7]=[N:6][C:5]=2[N:4]([Si:11]([CH:18]([CH3:20])[CH3:19])([CH:15]([CH3:17])[CH3:16])[CH:12]([CH3:14])[CH3:13])[CH:3]=1.C([Mg]Cl)(C)C.[C:26]([O:30][C:31](=[O:51])[N:32]([C:42]1[CH:47]=[CH:46][C:45]([CH:48]=[O:49])=[C:44]([F:50])[N:43]=1)[CH2:33][C:34]1[CH:39]=[CH:38][C:37]([O:40][CH3:41])=[CH:36][CH:35]=1)([CH3:29])([CH3:28])[CH3:27]. The catalyst is O1CCCC1. The product is [C:26]([O:30][C:31](=[O:51])[N:32]([C:42]1[CH:47]=[CH:46][C:45]([CH:48]([OH:49])[C:2]2[C:10]3[CH:9]=[N:8][CH:7]=[N:6][C:5]=3[N:4]([Si:11]([CH:18]([CH3:20])[CH3:19])([CH:15]([CH3:17])[CH3:16])[CH:12]([CH3:14])[CH3:13])[CH:3]=2)=[C:44]([F:50])[N:43]=1)[CH2:33][C:34]1[CH:35]=[CH:36][C:37]([O:40][CH3:41])=[CH:38][CH:39]=1)([CH3:29])([CH3:27])[CH3:28]. The yield is 0.850. (2) The reactants are [CH3:1][O:2][C:3]([CH2:5][CH:6]1[CH2:12][CH2:11][CH2:10][CH2:9][CH2:8][C:7]1=O)=[O:4].[CH2:14]([N:21]1[CH2:26][CH2:25][NH:24][CH2:23][CH2:22]1)[C:15]1[CH:20]=[CH:19][CH:18]=[CH:17][CH:16]=1.C([BH3-])#N.[Na+]. The catalyst is ClCCl.Cl[Ti](Cl)(Cl)Cl. The product is [CH2:14]([N:21]1[CH2:26][CH2:25][N:24]([CH:7]2[CH2:8][CH2:9][CH2:10][CH2:11][CH2:12][CH:6]2[CH2:5][C:3]([O:2][CH3:1])=[O:4])[CH2:23][CH2:22]1)[C:15]1[CH:16]=[CH:17][CH:18]=[CH:19][CH:20]=1. The yield is 0.210. (3) The reactants are [F:1][C:2]([F:14])([F:13])[C:3]1[CH:11]=[C:10]2[C:6]([CH2:7][CH2:8][C:9]2=[O:12])=[CH:5][CH:4]=1.[BH4-].[Na+].CO. The catalyst is C1COCC1. The product is [F:1][C:2]([F:13])([F:14])[C:3]1[CH:11]=[C:10]2[C:6]([CH2:7][CH2:8][CH:9]2[OH:12])=[CH:5][CH:4]=1. The yield is 0.680. (4) The reactants are C(OC([N:8]1[CH2:13][CH2:12][CH2:11][C@H:10]([CH2:14][O:15][C:16]2[C:25]3[C:24]([NH2:26])=[N:23][S:22](=[O:28])(=[O:27])[NH:21][C:20]=3[CH:19]=[CH:18][CH:17]=2)[CH2:9]1)=O)(C)(C)C.[ClH:29].CO. No catalyst specified. The product is [ClH:29].[NH2:26][C:24]1[C:25]2[C:16]([O:15][CH2:14][C@H:10]3[CH2:11][CH2:12][CH2:13][NH:8][CH2:9]3)=[CH:17][CH:18]=[CH:19][C:20]=2[NH:21][S:22](=[O:27])(=[O:28])[N:23]=1. The yield is 0.632.